Task: Predict which catalyst facilitates the given reaction.. Dataset: Catalyst prediction with 721,799 reactions and 888 catalyst types from USPTO Reactant: [Br:1][C:2]1[NH:6][N:5]=[C:4]([C:7]([CH3:10])([CH3:9])[CH3:8])[N:3]=1.C=O.C(N(CC)CC)C.C[C:21](C)=[O:22]. Product: [Br:1][C:2]1[N:6]([CH2:21][OH:22])[N:5]=[C:4]([C:7]([CH3:10])([CH3:9])[CH3:8])[N:3]=1. The catalyst class is: 81.